Predict the product of the given reaction. From a dataset of Forward reaction prediction with 1.9M reactions from USPTO patents (1976-2016). (1) Given the reactants Br[C:2]1[N:7]=[C:6]2[N:8]([C@H:13]3[CH2:18][CH2:17][C@H:16]([O:19][CH3:20])[CH2:15][CH2:14]3)[C:9](=[O:12])[CH2:10][NH:11][C:5]2=[N:4][CH:3]=1.CC1(C)C(C)(C)OB([C:29]2[CH:30]=[CH:31][C:32]([C:35]([O:38][Si](C)(C)C)([CH3:37])[CH3:36])=[N:33][CH:34]=2)O1.C(=O)([O-])[O-].[Na+].[Na+], predict the reaction product. The product is: [OH:38][C:35]([C:32]1[N:33]=[CH:34][C:29]([C:2]2[N:7]=[C:6]3[N:8]([C@H:13]4[CH2:18][CH2:17][C@H:16]([O:19][CH3:20])[CH2:15][CH2:14]4)[C:9](=[O:12])[CH2:10][NH:11][C:5]3=[N:4][CH:3]=2)=[CH:30][CH:31]=1)([CH3:37])[CH3:36]. (2) Given the reactants C(O[C@@H](C1C=CC=CC=1)C([O:8][C@H:9]([C:20]1[CH:25]=[CH:24][C:23]([O:26][CH:27]([F:29])[F:28])=[C:22]([O:30][CH3:31])[CH:21]=1)[CH2:10][C:11]1[C:16]([Cl:17])=[CH:15][N+:14]([O-:18])=[CH:13][C:12]=1[Cl:19])=O)(=O)C.C([O-])(O)=O.[Na+], predict the reaction product. The product is: [Cl:19][C:12]1[CH:13]=[N+:14]([O-:18])[CH:15]=[C:16]([Cl:17])[C:11]=1[CH2:10][C@@H:9]([C:20]1[CH:25]=[CH:24][C:23]([O:26][CH:27]([F:29])[F:28])=[C:22]([O:30][CH3:31])[CH:21]=1)[OH:8]. (3) Given the reactants [F:1][C:2]([F:19])([F:18])[C:3]1[CH:4]=[C:5]([C:9]2([OH:17])[CH2:15][CH:14]3[NH:16][CH:11]([CH2:12][CH2:13]3)[CH2:10]2)[CH:6]=[CH:7][CH:8]=1.[CH3:20][O:21][C:22]1[C:27]2[O:28][C@H:29]([CH2:32]OS(C3C=CC(C)=CC=3)(=O)=O)[CH2:30][O:31][C:26]=2[CH:25]=[CH:24][CH:23]=1, predict the reaction product. The product is: [CH3:20][O:21][C:22]1[C:27]2[O:28][C@@H:29]([CH2:32][N:16]3[CH:11]4[CH2:12][CH2:13][CH:14]3[CH2:15][C:9]([C:5]3[CH:6]=[CH:7][CH:8]=[C:3]([C:2]([F:1])([F:18])[F:19])[CH:4]=3)([OH:17])[CH2:10]4)[CH2:30][O:31][C:26]=2[CH:25]=[CH:24][CH:23]=1.